This data is from Catalyst prediction with 721,799 reactions and 888 catalyst types from USPTO. The task is: Predict which catalyst facilitates the given reaction. (1) Reactant: [CH3:1][N:2]1[CH2:7][CH2:6][C:5](=[O:8])[CH2:4][CH2:3]1.[S:9]([O:14]C)([O:12][CH3:13])(=[O:11])=[O:10]. Product: [CH3:13][O:12][S:9]([O-:14])(=[O:11])=[O:10].[CH3:1][N+:2]1([CH3:13])[CH2:7][CH2:6][C:5](=[O:8])[CH2:4][CH2:3]1. The catalyst class is: 21. (2) Reactant: C[O:2][C:3](=[O:35])[CH2:4][N:5]1[CH2:10][CH2:9][C:8]([CH2:19][NH:20][C:21]([NH2:34])=[N:22][C:23]([C:25]2[C:30]([NH2:31])=[N:29][C:28]([NH2:32])=[C:27]([Cl:33])[N:26]=2)=[O:24])([CH2:11][CH2:12][C:13]2[CH:18]=[CH:17][CH:16]=[CH:15][CH:14]=2)[CH2:7][CH2:6]1.Cl. Product: [NH2:31][C:30]1[C:25]([C:23]([N:22]=[C:21]([NH2:34])[NH:20][CH2:19][C:8]2([CH2:11][CH2:12][C:13]3[CH:14]=[CH:15][CH:16]=[CH:17][CH:18]=3)[CH2:7][CH2:6][N:5]([CH2:4][C:3]([OH:35])=[O:2])[CH2:10][CH2:9]2)=[O:24])=[N:26][C:27]([Cl:33])=[C:28]([NH2:32])[N:29]=1. The catalyst class is: 273. (3) The catalyst class is: 12. Reactant: CC(C)([O-])C.[K+].[F:7]/[C:8](/[C:16]1[CH:21]=[CH:20][C:19]([O:22][C:23]([F:26])([F:25])[F:24])=[CH:18][CH:17]=1)=[CH:9]\[C:10]1[CH:14]=[C:13]([CH3:15])[NH:12][N:11]=1.Br[CH2:28][C:29]1[CH:30]=[C:31]([CH:36]=[CH:37][CH:38]=1)[C:32]([O:34][CH3:35])=[O:33]. Product: [F:7]/[C:8](/[C:16]1[CH:21]=[CH:20][C:19]([O:22][C:23]([F:25])([F:24])[F:26])=[CH:18][CH:17]=1)=[CH:9]\[C:10]1[CH:14]=[C:13]([CH3:15])[N:12]([CH2:28][C:29]2[CH:30]=[C:31]([CH:36]=[CH:37][CH:38]=2)[C:32]([O:34][CH3:35])=[O:33])[N:11]=1. (4) Reactant: [I:1][C:2]1[CH:7]=[C:6]([O:8][CH3:9])[N:5]=[CH:4][C:3]=1[NH:10]C(=O)C(C)(C)C. Product: [I:1][C:2]1[CH:7]=[C:6]([O:8][CH3:9])[N:5]=[CH:4][C:3]=1[NH2:10]. The catalyst class is: 82. (5) Reactant: [O:1]=[C:2]1[CH:7]=[C:6]([CH:8]2[CH2:13][CH2:12][N:11](C(OC(C)(C)C)=O)[CH2:10][CH2:9]2)[N:5]2[N:21]=[C:22]3[N:27]=[CH:26][C:25]([C:28]4[CH:33]=[CH:32][CH:31]=[CH:30][CH:29]=4)=[CH:24][C:23]3=[C:4]2[NH:3]1.[ClH:34]. Product: [ClH:34].[C:28]1([C:25]2[CH:26]=[N:27][C:22]3=[N:21][N:5]4[C:6]([CH:8]5[CH2:13][CH2:12][NH:11][CH2:10][CH2:9]5)=[CH:7][C:2](=[O:1])[NH:3][C:4]4=[C:23]3[CH:24]=2)[CH:33]=[CH:32][CH:31]=[CH:30][CH:29]=1. The catalyst class is: 71.